The task is: Predict the reaction yield, written as a fraction of the theoretical maximum amount of product (1.0 means a 100% yield; for example, 0.34 means a 34% yield).. This data is from Reaction yield outcomes from USPTO patents with 853,638 reactions. (1) The yield is 0.900. The product is [OH:1][C@@H:2]([CH2:7][N:8]([C:13]1[CH:18]=[CH:17][C:16]([O:19][C:20]2[CH:25]=[CH:24][C:23]([Cl:26])=[CH:22][CH:21]=2)=[CH:15][CH:14]=1)[S:9]([CH3:12])(=[O:11])=[O:10])[C:3]([NH:28][OH:29])=[O:4]. The reactants are [OH:1][C@@H:2]([CH2:7][N:8]([C:13]1[CH:18]=[CH:17][C:16]([O:19][C:20]2[CH:25]=[CH:24][C:23]([Cl:26])=[CH:22][CH:21]=2)=[CH:15][CH:14]=1)[S:9]([CH3:12])(=[O:11])=[O:10])[C:3](OC)=[O:4].Cl.[NH2:28][OH:29].C[O-].[Na+].Cl. The catalyst is CO.CCOC(C)=O.O. (2) The reactants are [Br:1][C:2]1[CH:3]=[C:4]([O:20][C:21]2[CH:26]=[CH:25][CH:24]=[CH:23][CH:22]=2)[C:5]([NH:8][C:9]2[S:10][CH:11]=[C:12]([CH2:14][CH2:15][C:16](OC)=[O:17])[N:13]=2)=[N:6][CH:7]=1.O.[NH2:28][NH2:29]. The catalyst is CCO. The product is [Br:1][C:2]1[CH:3]=[C:4]([O:20][C:21]2[CH:26]=[CH:25][CH:24]=[CH:23][CH:22]=2)[C:5]([NH:8][C:9]2[S:10][CH:11]=[C:12]([CH2:14][CH2:15][C:16]([NH:28][NH2:29])=[O:17])[N:13]=2)=[N:6][CH:7]=1. The yield is 0.831. (3) The reactants are [O:1]=[C:2]1[N:7]([CH2:8][C:9]([OH:11])=O)[N:6]=[N:5][C:4]2[CH:12]=[CH:13][CH:14]=[CH:15][C:3]1=2.[C:16]1([CH3:25])[CH:21]=[CH:20][CH:19]=[CH:18][C:17]=1[C@@H:22]([NH2:24])[CH3:23]. No catalyst specified. The product is [O:1]=[C:2]1[N:7]([CH2:8][C:9]([NH:24][C@H:22]([C:17]2[CH:18]=[CH:19][CH:20]=[CH:21][C:16]=2[CH3:25])[CH3:23])=[O:11])[N:6]=[N:5][C:4]2[CH:12]=[CH:13][CH:14]=[CH:15][C:3]1=2. The yield is 0.0400. (4) The reactants are [CH3:1][O:2][C:3]1[CH:8]=[CH:7][CH:6]=[C:5]([O:9][CH3:10])[C:4]=1[O:11][CH3:12].[CH3:13][O:14][C:15](=[O:22])[CH2:16][CH2:17][CH2:18][C:19]([O-])=[O:20]. No catalyst specified. The product is [CH3:13][O:14][C:15](=[O:22])[CH2:16][CH2:17][CH2:18][C:19](=[O:20])[C:6]1[CH:7]=[CH:8][C:3]([O:2][CH3:1])=[C:4]([O:11][CH3:12])[C:5]=1[O:9][CH3:10]. The yield is 0.770. (5) The reactants are [F:1][C:2]([F:18])([C:12]1[CH:17]=[CH:16][CH:15]=[CH:14][CH:13]=1)[C:3]1[CH:8]=[CH:7][CH:6]=[C:5]([N+:9]([O-])=O)[CH:4]=1. The catalyst is CO.[Ni]. The product is [F:1][C:2]([F:18])([C:12]1[CH:13]=[CH:14][CH:15]=[CH:16][CH:17]=1)[C:3]1[CH:4]=[C:5]([CH:6]=[CH:7][CH:8]=1)[NH2:9]. The yield is 0.810.